Dataset: Forward reaction prediction with 1.9M reactions from USPTO patents (1976-2016). Task: Predict the product of the given reaction. (1) Given the reactants [C:1]([C:4]1[C:5]2[N:6]([CH:40]=[N:41][N:42]=2)[C:7]([CH2:31][C:32]2[C:37]([Cl:38])=[CH:36][CH:35]=[CH:34][C:33]=2[Cl:39])=[N:8][C:9]=1[NH:10][C:11]1[CH:16]=[CH:15][C:14]([N:17]2[CH2:22][CH2:21][N:20](C(OC(C)(C)C)=O)[CH2:19][CH2:18]2)=[CH:13][C:12]=1[F:30])(=[O:3])[NH2:2].FC(F)(F)C(O)=O, predict the reaction product. The product is: [Cl:39][C:33]1[CH:34]=[CH:35][CH:36]=[C:37]([Cl:38])[C:32]=1[CH2:31][C:7]1[N:6]2[CH:40]=[N:41][N:42]=[C:5]2[C:4]([C:1]([NH2:2])=[O:3])=[C:9]([NH:10][C:11]2[CH:16]=[CH:15][C:14]([N:17]3[CH2:22][CH2:21][NH:20][CH2:19][CH2:18]3)=[CH:13][C:12]=2[F:30])[N:8]=1. (2) Given the reactants [CH3:1][O:2][C:3]1[C:4]([O:25][CH3:26])=[CH:5][C:6]2[C:7]3[N:8]([CH2:22][CH2:23][N:24]=3)[C:9](/[CH:13]=[C:14](/[C:16]3[CH:17]=[N:18][CH:19]=[CH:20][CH:21]=3)\[OH:15])=[N:10][C:11]=2[CH:12]=1.[ClH:27], predict the reaction product. The product is: [ClH:27].[CH3:1][O:2][C:3]1[C:4]([O:25][CH3:26])=[CH:5][C:6]2[C:7]3[N:8]([CH2:22][CH2:23][N:24]=3)[C:9](/[CH:13]=[C:14](/[C:16]3[CH:17]=[N:18][CH:19]=[CH:20][CH:21]=3)\[OH:15])=[N:10][C:11]=2[CH:12]=1. (3) Given the reactants [H-].[Na+].[F:3][C:4]1[C:5]([N+:23]([O-:25])=[O:24])=[C:6]2[C:11](=[C:12]([O:15][CH3:16])[C:13]=1[F:14])[NH:10][CH:9]=[C:8]([C:17]([O:19][CH2:20][CH3:21])=[O:18])[C:7]2=[O:22].[CH2:26](Br)[C:27]1[CH:32]=[CH:31][CH:30]=[CH:29][CH:28]=1, predict the reaction product. The product is: [CH2:26]([N:10]1[C:11]2[C:6](=[C:5]([N+:23]([O-:25])=[O:24])[C:4]([F:3])=[C:13]([F:14])[C:12]=2[O:15][CH3:16])[C:7](=[O:22])[C:8]([C:17]([O:19][CH2:20][CH3:21])=[O:18])=[CH:9]1)[C:27]1[CH:32]=[CH:31][CH:30]=[CH:29][CH:28]=1. (4) Given the reactants Cl[C:2]1[N:10]=[C:9]2[C:5]([N:6]=[C:7]([CH2:12][N:13]3[CH2:18][CH2:17][CH:16]([C:19]([OH:22])([CH3:21])[CH3:20])[CH2:15][CH2:14]3)[N:8]2[CH3:11])=[C:4]([N:23]2[CH2:28][CH2:27][O:26][CH2:25][CH2:24]2)[N:3]=1.[CH2:29]([N:31]1[C:39](=[O:40])[C:38]2[C:33](=[CH:34][CH:35]=[CH:36][CH:37]=2)[NH:32]1)[CH3:30], predict the reaction product. The product is: [CH2:29]([N:31]1[C:39](=[O:40])[C:38]2[C:33](=[CH:34][CH:35]=[CH:36][CH:37]=2)[N:32]1[C:2]1[N:10]=[C:9]2[C:5]([N:6]=[C:7]([CH2:12][N:13]3[CH2:18][CH2:17][CH:16]([C:19]([OH:22])([CH3:20])[CH3:21])[CH2:15][CH2:14]3)[N:8]2[CH3:11])=[C:4]([N:23]2[CH2:28][CH2:27][O:26][CH2:25][CH2:24]2)[N:3]=1)[CH3:30]. (5) Given the reactants [OH:1][C:2]1[C:3]([C:28]([O:30][CH3:31])=[O:29])=[C:4]([CH:25]=[CH:26][CH:27]=1)[O:5][CH2:6]/[CH:7]=[CH:8]/[C:9]1[CH:10]=[C:11]([C:15]2[O:19][N:18]=[C:17]([C:20]([O:22]CC)=[O:21])[CH:16]=2)[CH:12]=[CH:13][CH:14]=1.[OH-].[Na+], predict the reaction product. The product is: [OH:1][C:2]1[C:3]([C:28]([O:30][CH3:31])=[O:29])=[C:4]([CH:25]=[CH:26][CH:27]=1)[O:5][CH2:6]/[CH:7]=[CH:8]/[C:9]1[CH:10]=[C:11]([C:15]2[O:19][N:18]=[C:17]([C:20]([OH:22])=[O:21])[CH:16]=2)[CH:12]=[CH:13][CH:14]=1. (6) Given the reactants [CH3:1][N:2]1[CH:6]=[C:5]([C:7]2[N:12]=[C:11]([C:13]3[CH:14]=[N:15][NH:16][CH:17]=3)[N:10]3[CH:18]=[CH:19][N:20]=[C:9]3[CH:8]=2)[CH:4]=[N:3]1.C1(P(C2C=CC=CC=2)C2C=CC=CC=2)C=CC=CC=1.[CH:40]1([CH:43]([CH:45]2[CH2:47][CH2:46]2)O)[CH2:42][CH2:41]1.N(C(OC(C)C)=O)=NC(OC(C)C)=O, predict the reaction product. The product is: [CH:40]1([CH:43]([CH:45]2[CH2:47][CH2:46]2)[N:15]2[CH:14]=[C:13]([C:11]3[N:10]4[CH:18]=[CH:19][N:20]=[C:9]4[CH:8]=[C:7]([C:5]4[CH:4]=[N:3][N:2]([CH3:1])[CH:6]=4)[N:12]=3)[CH:17]=[N:16]2)[CH2:42][CH2:41]1. (7) Given the reactants [C:1]([NH:4][CH:5]([CH2:10][C:11]1[CH:16]=[CH:15][C:14](Br)=[CH:13][CH:12]=1)[C:6]([O:8][CH3:9])=[O:7])(=[O:3])[CH3:2].[B:18]1([B:18]2[O:22][C:21]([CH3:24])([CH3:23])[C:20]([CH3:26])([CH3:25])[O:19]2)[O:22][C:21]([CH3:24])([CH3:23])[C:20]([CH3:26])([CH3:25])[O:19]1, predict the reaction product. The product is: [C:1]([NH:4][CH:5]([CH2:10][C:11]1[CH:16]=[CH:15][C:14]([B:18]2[O:22][C:21]([CH3:24])([CH3:23])[C:20]([CH3:26])([CH3:25])[O:19]2)=[CH:13][CH:12]=1)[C:6]([O:8][CH3:9])=[O:7])(=[O:3])[CH3:2]. (8) Given the reactants [N:1]1[CH:6]=[CH:5][CH:4]=[CH:3][C:2]=1[CH2:7][NH:8][C:9]([C:11]1([CH2:24][CH2:25][CH2:26][CH2:27]Br)[C:23]2[CH:22]=[CH:21][CH:20]=[CH:19][C:18]=2[C:17]2[C:12]1=[CH:13][CH:14]=[CH:15][CH:16]=2)=[O:10].[N:29]1([C:35]2[CH:44]=[CH:43][C:42]3[C:37](=[CH:38][CH:39]=[CH:40][CH:41]=3)[N:36]=2)[CH2:34][CH2:33][NH:32][CH2:31][CH2:30]1, predict the reaction product. The product is: [N:1]1[CH:6]=[CH:5][CH:4]=[CH:3][C:2]=1[CH2:7][NH:8][C:9]([C:11]1([CH2:24][CH2:25][CH2:26][CH2:27][N:32]2[CH2:33][CH2:34][N:29]([C:35]3[CH:44]=[CH:43][C:42]4[C:37](=[CH:38][CH:39]=[CH:40][CH:41]=4)[N:36]=3)[CH2:30][CH2:31]2)[C:23]2[CH:22]=[CH:21][CH:20]=[CH:19][C:18]=2[C:17]2[C:12]1=[CH:13][CH:14]=[CH:15][CH:16]=2)=[O:10]. (9) Given the reactants [CH3:1][S:2]([O:5][C:6]1[C:14]([O:15][CH3:16])=[CH:13][C:12]([C:17]2[N:18]([C:28]([O:30][C:31]([CH3:34])([CH3:33])[CH3:32])=[O:29])[C:19]3[C:24]([CH:25]=2)=[CH:23][C:22](C=O)=[CH:21][CH:20]=3)=[C:11]2[C:7]=1[CH2:8][NH:9][C:10]2=[O:35])(=[O:4])=[O:3].[CH2:36]([NH:38][CH2:39][CH2:40][OH:41])[CH3:37].[C:42](O)(=O)C.C(O[BH-](OC(=O)C)OC(=O)C)(=O)C.[Na+], predict the reaction product. The product is: [CH3:1][S:2]([O:5][C:6]1[C:14]([O:15][CH3:16])=[CH:13][C:12]([C:17]2[N:18]([C:28]([O:30][C:31]([CH3:34])([CH3:32])[CH3:33])=[O:29])[C:19]3[C:24]([CH:25]=2)=[CH:23][C:22]([CH2:42][N:38]([CH2:39][CH2:40][OH:41])[CH2:36][CH3:37])=[CH:21][CH:20]=3)=[C:11]2[C:7]=1[CH2:8][NH:9][C:10]2=[O:35])(=[O:3])=[O:4].